This data is from Forward reaction prediction with 1.9M reactions from USPTO patents (1976-2016). The task is: Predict the product of the given reaction. (1) The product is: [Cl:10][C:9]1[CH:8]=[CH:7][CH:6]=[C:5]2[C:4]=1[C:3](=[O:13])[N:29]([CH2:28][C:15]1[CH:16]=[CH:17][C:18]3[O:19][C:20]4[CH:27]=[CH:26][CH:25]=[CH:24][C:21]=4[O:22][C:23]=3[CH:14]=1)[CH2:11]2. Given the reactants CO[C:3](=[O:13])[C:4]1[C:9]([Cl:10])=[CH:8][CH:7]=[CH:6][C:5]=1[CH2:11]Br.[CH:14]1[C:23]2[O:22][C:21]3[CH:24]=[CH:25][CH:26]=[CH:27][C:20]=3[O:19][C:18]=2[CH:17]=[CH:16][C:15]=1[CH2:28][NH2:29].C([O-])([O-])=O.[K+].[K+].C(OCC)(=O)C, predict the reaction product. (2) Given the reactants [Cl:1][C:2]1[CH:3]=[C:4]([CH:15]=[C:16]([Cl:18])[N:17]=1)[C:5]([C:7]1[CH:14]=[CH:13][CH:12]=[CH:11][C:8]=1[C:9]#[N:10])=O.CC(C)C[S:22]([NH2:24])=[O:23].[CH3:26]O.C(=O)([O-])O.[Na+].O1[CH2:37][CH2:36][CH2:35]C1, predict the reaction product. The product is: [C:9]([C:8]1[CH:11]=[CH:12][CH:13]=[CH:14][C:7]=1/[C:5](/[C:4]1[CH:3]=[C:2]([Cl:1])[N:17]=[C:16]([Cl:18])[CH:15]=1)=[N:24]/[S:22]([C:36]([CH3:35])([CH3:37])[CH3:26])=[O:23])#[N:10]. (3) Given the reactants [CH:1]1[C:10]2[C:5](=[CH:6][CH:7]=[CH:8][CH:9]=2)[CH:4]=[CH:3][CH:2]=1.[C:11](Cl)(=[O:18])[C:12]1[CH:17]=[CH:16][CH:15]=[CH:14][CH:13]=1.[Al+3].[Cl-].[Cl-].[Cl-], predict the reaction product. The product is: [C:11]([C:9]1[C:10]2[C:5](=[C:4]([C:11](=[O:18])[C:12]3[CH:17]=[CH:16][CH:15]=[CH:14][CH:13]=3)[CH:3]=[CH:2][CH:1]=2)[CH:6]=[CH:7][CH:8]=1)(=[O:18])[C:12]1[CH:17]=[CH:16][CH:15]=[CH:14][CH:13]=1. (4) Given the reactants C[N+]1([O-])CCOCC1.[Br:9][C:10]1[CH:15]=[CH:14][C:13]([CH:16]([CH3:31])[CH:17]([C:19]2[CH:30]=[CH:29][C:22]3[N:23]([CH3:28])[C:24](=[O:27])[N:25]([CH3:26])[C:21]=3[CH:20]=2)[OH:18])=[C:12]([Cl:32])[CH:11]=1, predict the reaction product. The product is: [Br:9][C:10]1[CH:15]=[CH:14][C:13]([CH:16]([CH3:31])[C:17]([C:19]2[CH:30]=[CH:29][C:22]3[N:23]([CH3:28])[C:24](=[O:27])[N:25]([CH3:26])[C:21]=3[CH:20]=2)=[O:18])=[C:12]([Cl:32])[CH:11]=1.